This data is from Full USPTO retrosynthesis dataset with 1.9M reactions from patents (1976-2016). The task is: Predict the reactants needed to synthesize the given product. (1) Given the product [CH3:22][N:8]([CH:4]([CH2:3][C:2]([F:1])([F:19])[F:20])[C:5]([OH:7])=[O:6])[S:9]([C:12]1[CH:17]=[CH:16][C:15]([CH3:18])=[CH:14][CH:13]=1)(=[O:11])=[O:10], predict the reactants needed to synthesize it. The reactants are: [F:1][C:2]([F:20])([F:19])[CH2:3][CH:4]([NH:8][S:9]([C:12]1[CH:17]=[CH:16][C:15]([CH3:18])=[CH:14][CH:13]=1)(=[O:11])=[O:10])[C:5]([OH:7])=[O:6].I[CH3:22].[OH-].[Na+]. (2) Given the product [C:18]1([S:24]([N:27]2[C:13]([CH:14]=[CH2:15])=[C:12]3[CH2:32][CH:33]([N:39]([CH3:40])[CH3:41])[C:34]4[CH2:35][O:36][CH:37]=[CH:38][C:29]([C:30]=43)=[CH:28]2)(=[O:25])=[O:26])[CH:19]=[CH:20][CH:21]=[CH:22][CH:23]=1, predict the reactants needed to synthesize it. The reactants are: [CH2:12]([Sn]([CH2:12][CH2:13][CH2:14][CH3:15])([CH2:12][CH2:13][CH2:14][CH3:15])C=C)[CH2:13][CH2:14][CH3:15].[Cl-].[Li+].[C:18]1([S:24]([N:27]2C(I)=C3[CH2:32][CH:33]([N:39]([CH3:41])[CH3:40])[C:34]4[CH2:35][O:36][CH:37]=[CH:38][C:29]([C:30]=43)=[CH:28]2)(=[O:26])=[O:25])[CH:23]=[CH:22][CH:21]=[CH:20][CH:19]=1. (3) Given the product [Cl:1][C:2]1[C:3]2[N:4]([N:18]=[CH:19][CH:20]=2)[C:5]([C:11]2[CH:16]=[CH:15][CH:14]=[C:13]([F:17])[CH:12]=2)=[C:6]([CH:8]([NH:10][C:22]2[N:30]=[CH:29][N:28]=[C:27]3[C:23]=2[N:24]=[CH:25][NH:26]3)[CH3:9])[CH:7]=1, predict the reactants needed to synthesize it. The reactants are: [Cl:1][C:2]1[C:3]2[N:4]([N:18]=[CH:19][CH:20]=2)[C:5]([C:11]2[CH:16]=[CH:15][CH:14]=[C:13]([F:17])[CH:12]=2)=[C:6]([CH:8]([NH2:10])[CH3:9])[CH:7]=1.Br[C:22]1[N:30]=[CH:29][N:28]=[C:27]2[C:23]=1[N:24]=[CH:25][N:26]2C1CCCCO1.C(O)C.C(N(CC)C(C)C)(C)C. (4) Given the product [Cl:1][C:2]1[CH:3]=[CH:4][C:5]([CH2:6][N:7]2[C:11]3=[N:12][CH:13]=[C:14]([O:16][CH3:17])[CH:15]=[C:10]3[CH:9]=[C:8]2[CH2:18][CH2:19][C:20]([O:22][CH2:23][CH3:24])=[O:21])=[CH:25][CH:26]=1, predict the reactants needed to synthesize it. The reactants are: [Cl:1][C:2]1[CH:26]=[CH:25][C:5]([CH2:6][N:7]2[C:11]3=[N:12][CH:13]=[C:14]([O:16][CH3:17])[CH:15]=[C:10]3[CH:9]=[C:8]2/[CH:18]=[CH:19]/[C:20]([O:22][CH2:23][CH3:24])=[O:21])=[CH:4][CH:3]=1.